This data is from Forward reaction prediction with 1.9M reactions from USPTO patents (1976-2016). The task is: Predict the product of the given reaction. (1) Given the reactants [CH3:1][C:2]1[CH:3]=[C:4]2[C:12](=[CH:13][CH:14]=1)[NH:11][C:10]1[CH:9]([NH:15][C@H:16]([C:18]3[CH:23]=[CH:22][CH:21]=[CH:20][CH:19]=3)[CH3:17])[CH2:8][CH2:7][CH2:6][C:5]2=1.[ClH:24], predict the reaction product. The product is: [ClH:24].[CH3:1][C:2]1[CH:3]=[C:4]2[C:12](=[CH:13][CH:14]=1)[NH:11][C:10]1[C@@H:9]([NH:15][C@H:16]([C:18]3[CH:19]=[CH:20][CH:21]=[CH:22][CH:23]=3)[CH3:17])[CH2:8][CH2:7][CH2:6][C:5]2=1. (2) Given the reactants [Cl:1][C:2]1[N:11]=[C:10]([CH3:12])[C:9]2[NH:8][CH2:7][CH:6]3[CH2:13][O:14][CH2:15][CH2:16][N:5]3[C:4]=2[N:3]=1.CC(C)([O-])C.[Na+].Br[CH2:24][C:25]1[CH:30]=[CH:29][C:28]([S:31]([CH3:34])(=[O:33])=[O:32])=[CH:27][CH:26]=1, predict the reaction product. The product is: [Cl:1][C:2]1[N:11]=[C:10]([CH3:12])[C:9]2[N:8]([CH2:24][C:25]3[CH:26]=[CH:27][C:28]([S:31]([CH3:34])(=[O:33])=[O:32])=[CH:29][CH:30]=3)[CH2:7][CH:6]3[CH2:13][O:14][CH2:15][CH2:16][N:5]3[C:4]=2[N:3]=1. (3) Given the reactants [CH2:1]([O:3][C:4]([C:6]1[CH:11]([CH3:12])[NH:10][C:9]([OH:13])=[N:8][C:7]=1[CH3:14])=[O:5])[CH3:2].[N+]([O-])(O)=O.C([O-])([O-])=O.[K+].[K+], predict the reaction product. The product is: [CH2:1]([O:3][C:4]([C:6]1[C:11]([CH3:12])=[N:10][C:9]([OH:13])=[N:8][C:7]=1[CH3:14])=[O:5])[CH3:2]. (4) Given the reactants FC(F)(F)C1C=CC(C2C=CC=C([CH2:15][O:16][C:17]3[CH:22]=[CH:21][C:20]([C:23]4([CH2:27][C:28]([O:30][CH2:31][CH3:32])=[O:29])[CH2:26][O:25][CH2:24]4)=[CH:19][CH:18]=3)C=2)=CC=1.OC1C=CC(C2(CC(OCC)=O)COC2)=CC=1.[CH3:52][C:53]1[CH:60]=[CH:59][C:56](CBr)=[CH:55][C:54]=1[C:61]([F:64])([F:63])[F:62], predict the reaction product. The product is: [CH3:52][C:53]1[CH:60]=[CH:59][C:56]([CH2:15][O:16][C:17]2[CH:22]=[CH:21][C:20]([C:23]3([CH2:27][C:28]([O:30][CH2:31][CH3:32])=[O:29])[CH2:26][O:25][CH2:24]3)=[CH:19][CH:18]=2)=[CH:55][C:54]=1[C:61]([F:62])([F:63])[F:64]. (5) Given the reactants C(OC(=O)[N:7]([CH2:16][C:17]1[CH:22]=[CH:21][C:20]([O:23][C:24]2[CH:29]=[CH:28][C:27]([C:30](=[O:34])[NH:31][CH2:32]C)=[CH:26][N:25]=2)=[CH:19][CH:18]=1)[CH2:8][CH2:9][C:10]1[CH:15]=[CH:14][CH:13]=[CH:12][CH:11]=1)(C)(C)C.C(O)(C(F)(F)F)=O, predict the reaction product. The product is: [CH3:32][NH:31][C:30](=[O:34])[C:27]1[CH:28]=[CH:29][C:24]([O:23][C:20]2[CH:21]=[CH:22][C:17]([CH2:16][NH:7][CH2:8][CH2:9][C:10]3[CH:15]=[CH:14][CH:13]=[CH:12][CH:11]=3)=[CH:18][CH:19]=2)=[N:25][CH:26]=1. (6) Given the reactants [NH2:1][C:2]1[C:3]([C:9]([O:11][CH3:12])=[O:10])=[N:4][C:5](Br)=[CH:6][N:7]=1.[CH3:13][C:14]1([CH3:30])[C:18]([CH3:20])([CH3:19])[O:17][B:16]([B:16]2[O:17][C:18]([CH3:20])([CH3:19])[C:14]([CH3:30])([CH3:13])[O:15]2)[O:15]1.C([O-])(=O)C.[K+], predict the reaction product. The product is: [NH2:1][C:2]1[C:3]([C:9]([O:11][CH3:12])=[O:10])=[N:4][C:5]([B:16]2[O:17][C:18]([CH3:20])([CH3:19])[C:14]([CH3:30])([CH3:13])[O:15]2)=[CH:6][N:7]=1. (7) The product is: [CH3:19][C:18]([O:17][C:15]([N:13]([CH2:12][C:10]1[CH:11]=[C:2]([C:22]2[CH:27]=[CH:26][CH:25]=[CH:24][CH:23]=2)[C:3]([C:4]([O:6][CH3:7])=[O:5])=[CH:8][CH:9]=1)[CH3:14])=[O:16])([CH3:21])[CH3:20]. Given the reactants Br[C:2]1[CH:11]=[C:10]([CH2:12][N:13]([C:15]([O:17][C:18]([CH3:21])([CH3:20])[CH3:19])=[O:16])[CH3:14])[CH:9]=[CH:8][C:3]=1[C:4]([O:6][CH3:7])=[O:5].[C:22]1(B(O)O)[CH:27]=[CH:26][CH:25]=[CH:24][CH:23]=1.C(=O)([O-])[O-].[Na+].[Na+], predict the reaction product.